Dataset: Full USPTO retrosynthesis dataset with 1.9M reactions from patents (1976-2016). Task: Predict the reactants needed to synthesize the given product. Given the product [Br-:1].[C:10]1([C:13]2[CH:18]=[CH:17][CH:16]=[CH:15][CH:14]=2)[CH:11]=[CH:12][C:7]([CH2:6][CH2:5][CH2:4][CH2:3][CH2:2][N+:19]2[CH:24]=[CH:23][C:22]([CH3:25])=[C:21]([CH3:26])[CH:20]=2)=[CH:8][CH:9]=1, predict the reactants needed to synthesize it. The reactants are: [Br:1][CH2:2][CH2:3][CH2:4][CH2:5][CH2:6][C:7]1[CH:12]=[CH:11][C:10]([C:13]2[CH:18]=[CH:17][CH:16]=[CH:15][CH:14]=2)=[CH:9][CH:8]=1.[N:19]1[CH:24]=[CH:23][C:22]([CH3:25])=[C:21]([CH3:26])[CH:20]=1.